The task is: Predict the product of the given reaction.. This data is from Forward reaction prediction with 1.9M reactions from USPTO patents (1976-2016). (1) Given the reactants Cl[C:2]1[NH:3][C:4]2[CH:10]=[CH:9][CH:8]=[CH:7][C:5]=2[N:6]=1.[F:11][C:12]1[CH:18]=[CH:17][C:15]([NH2:16])=[CH:14][CH:13]=1, predict the reaction product. The product is: [N:6]1[C:5]2[CH:7]=[CH:8][CH:9]=[CH:10][C:4]=2[NH:3][C:2]=1[NH:16][C:15]1[CH:17]=[CH:18][C:12]([F:11])=[CH:13][CH:14]=1. (2) The product is: [NH:18]1[C:5]2[CH:6]=[CH:7][CH:2]=[C:3]([C:9]([O:11][CH3:12])=[O:10])[C:4]=2[CH:8]=[N:19]1. Given the reactants N[C:2]1[CH:7]=[CH:6][CH:5]=[C:4]([CH3:8])[C:3]=1[C:9]([O:11][CH3:12])=[O:10].F[B-](F)(F)F.[NH4+:18].[N:19]([O-])=O.[Na+].C([O-])(=O)C.[K+], predict the reaction product. (3) Given the reactants [CH3:1][C:2]1([C:9]([OH:11])=O)[CH2:8][CH2:7][CH2:6][CH2:5][CH2:4][CH2:3]1.S(Cl)([Cl:14])=O, predict the reaction product. The product is: [CH3:1][C:2]1([C:9]([Cl:14])=[O:11])[CH2:8][CH2:7][CH2:6][CH2:5][CH2:4][CH2:3]1. (4) The product is: [C:1]([O:5][C:6]([N:8]1[CH2:12][CH2:11][CH2:10][C@@H:9]1[C:13](=[O:15])[NH:16][CH:19]1[CH2:20][C:21](=[O:32])[O:22][CH:23]1[O:24][CH2:25][C:26]1[CH:31]=[CH:30][CH:29]=[CH:28][CH:27]=1)=[O:7])([CH3:2])([CH3:3])[CH3:4]. Given the reactants [C:1]([O:5][C:6]([N:8]1[CH2:12][CH2:11][CH2:10][C@H:9]1[C:13]([OH:15])=O)=[O:7])([CH3:4])([CH3:3])[CH3:2].[N:16]([CH:19]1[CH:23]([O:24][CH2:25][C:26]2[CH:31]=[CH:30][CH:29]=[CH:28][CH:27]=2)[O:22][C:21](=[O:32])[CH2:20]1)=[N+]=[N-].C1(P(C2C=CC=CC=2)C2C=CC=CC=2)C=CC=CC=1.C(N(C(C)C)CC)(C)C.C(Cl)CCl.C1C=CC2N(O)N=NC=2C=1, predict the reaction product. (5) Given the reactants [OH:1][C:2]1[CH:3]=[C:4]([C:8]2[N:16]=[C:15]3[C:11]([N:12]=[CH:13][N:14]3[CH2:17][C:18]([OH:20])=O)=[C:10]([N:21]3[CH2:26][CH2:25][O:24][CH2:23][CH2:22]3)[N:9]=2)[CH:5]=[CH:6][CH:7]=1.[NH:27]1[CH2:32][CH2:31][NH:30][CH2:29][C:28]1=[O:33], predict the reaction product. The product is: [OH:1][C:2]1[CH:3]=[C:4]([C:8]2[N:16]=[C:15]3[C:11]([N:12]=[CH:13][N:14]3[CH2:17][C:18]([N:30]3[CH2:31][CH2:32][NH:27][C:28](=[O:33])[CH2:29]3)=[O:20])=[C:10]([N:21]3[CH2:22][CH2:23][O:24][CH2:25][CH2:26]3)[N:9]=2)[CH:5]=[CH:6][CH:7]=1. (6) Given the reactants [CH:1]([C:4]1[CH:12]=[C:7]2[CH:8]=[CH:9][CH:10]=[CH:11][N:6]2[N:5]=1)([CH3:3])[CH3:2].Cl[C:14]1[CH:19]=[CH:18][CH:17]=[CH:16][C:15]=1[CH2:20][C:21](Cl)=[O:22].[Al+3].[Cl-].[Cl-].[Cl-].[Cl-].[NH3:29].[Na+].[I-], predict the reaction product. The product is: [NH2:29][CH:20]([C:15]1[CH:16]=[CH:17][CH:18]=[CH:19][CH:14]=1)[C:21]([C:12]1[C:4]([CH:1]([CH3:3])[CH3:2])=[N:5][N:6]2[CH:11]=[CH:10][CH:9]=[CH:8][C:7]=12)=[O:22].